This data is from Catalyst prediction with 721,799 reactions and 888 catalyst types from USPTO. The task is: Predict which catalyst facilitates the given reaction. (1) Reactant: [Br:1][C:2]1[CH:3]=[N:4][CH:5]=[CH:6][C:7]=1Cl.C(=O)([O-])[O-].[Cs+].[Cs+].[NH:15]1[CH2:18][CH2:17][CH2:16]1. Product: [N:15]1([C:7]2[CH:6]=[CH:5][N:4]=[CH:3][C:2]=2[Br:1])[CH2:18][CH2:17][CH2:16]1. The catalyst class is: 57. (2) Reactant: [CH2:1]=[C:2]1[CH2:11][CH2:10][C:5]2([O:9][CH2:8][CH2:7][O:6]2)[CH2:4][CH2:3]1.[CH2:12]([Zn]CC)C.IC(I)C.[NH4+].[Cl-]. Product: [CH2:12]1[C:2]2([CH2:11][CH2:10][C:5]3([O:6][CH2:7][CH2:8][O:9]3)[CH2:4][CH2:3]2)[CH2:1]1. The catalyst class is: 11. (3) Reactant: [N:1]1([C:9]2[N:14]=[CH:13][N:12]=[C:11]([O:15][CH:16]3[CH2:21][CH2:20][N:19]([C:22]([O:24][C:25]([CH3:28])([CH3:27])[CH3:26])=[O:23])[CH2:18][CH2:17]3)[C:10]=2[CH3:29])[C:8]2[N:4]([N:5]=[CH:6][CH:7]=2)[CH2:3][CH2:2]1.Cl.C(N(CC)CC)C.C(=O)(OC1C=CC([N+]([O-])=O)=CC=1)OC1(C)CC1. Product: [N:1]1([C:9]2[N:14]=[CH:13][N:12]=[C:11]([O:15][CH:16]3[CH2:17][CH2:18][N:19]([C:22]([O:24][C:25]4([CH3:26])[CH2:28][CH2:27]4)=[O:23])[CH2:20][CH2:21]3)[C:10]=2[CH3:29])[C:8]2[N:4]([N:5]=[CH:6][CH:7]=2)[CH2:3][CH2:2]1. The catalyst class is: 4. (4) Reactant: [C:1]([O:5][C:6]([NH:8][CH2:9][C@H:10]1[CH2:15][CH2:14][C@H:13]([C:16]([NH:18][C@H:19]([C:38]([NH:40][C:41]2[CH:46]=[CH:45][C:44]([C:47]3[NH:51][N:50]=[C:49]([C:52]([F:61])([F:60])[C:53]([F:59])([F:58])[C:54]([F:57])([F:56])[F:55])[N:48]=3)=[CH:43][CH:42]=2)=[O:39])[CH2:20][C:21]2[CH:26]=[CH:25][C:24]([C:27]3[CH:32]=[CH:31][C:30]([C:33]([O:35]C)=[O:34])=[CH:29][C:28]=3[CH3:37])=[CH:23][CH:22]=2)=[O:17])[CH2:12][CH2:11]1)=[O:7])([CH3:4])([CH3:3])[CH3:2].[OH-].[Li+]. Product: [C:1]([O:5][C:6]([NH:8][CH2:9][C@H:10]1[CH2:15][CH2:14][C@H:13]([C:16]([NH:18][C@H:19]([C:38]([NH:40][C:41]2[CH:42]=[CH:43][C:44]([C:47]3[NH:51][N:50]=[C:49]([C:52]([F:60])([F:61])[C:53]([F:59])([F:58])[C:54]([F:56])([F:55])[F:57])[N:48]=3)=[CH:45][CH:46]=2)=[O:39])[CH2:20][C:21]2[CH:22]=[CH:23][C:24]([C:27]3[CH:32]=[CH:31][C:30]([C:33]([OH:35])=[O:34])=[CH:29][C:28]=3[CH3:37])=[CH:25][CH:26]=2)=[O:17])[CH2:12][CH2:11]1)=[O:7])([CH3:4])([CH3:2])[CH3:3]. The catalyst class is: 253. (5) Reactant: Br[C:2]1[C:11]2[N:10]([CH3:12])[C:9](=[O:13])[CH:8]=[CH:7][C:6]=2[N:5]=[CH:4][C:3]=1[C:14]([O:16][CH3:17])=[O:15].C(=O)([O-])[O-].[K+].[K+].CO[CH2:26][CH2:27]OC. Product: [CH:26]([C:2]1[C:11]2[N:10]([CH3:12])[C:9](=[O:13])[CH:8]=[CH:7][C:6]=2[N:5]=[CH:4][C:3]=1[C:14]([O:16][CH3:17])=[O:15])=[CH2:27]. The catalyst class is: 257. (6) Reactant: [Br:1][C:2]1[CH:7]=[C:6]([Br:8])[CH:5]=[C:4]([Br:9])[C:3]=1[OH:10].Cl[CH2:12][C:13]([CH3:15])=[O:14].C(=O)([O-])[O-].[K+].[K+].CN(C=O)C. Product: [Br:1][C:2]1[CH:7]=[C:6]([Br:8])[CH:5]=[C:4]([Br:9])[C:3]=1[O:10][CH2:12][C:13](=[O:14])[CH3:15]. The catalyst class is: 6. (7) Reactant: [OH:1][C@@H:2]1[CH2:22][N:5]2[C:6](=[O:21])[N:7]([C:9]3[CH:14]=[CH:13][C:12]([O:15][CH2:16][C:17]([F:20])([F:19])[F:18])=[CH:11][CH:10]=3)[CH2:8][CH:4]2[CH2:3]1.C1C=C[NH+]=CC=1.C1C=C[NH+]=CC=1.[O-][Cr](O[Cr]([O-])(=O)=O)(=O)=O. Product: [F:20][C:17]([F:18])([F:19])[CH2:16][O:15][C:12]1[CH:13]=[CH:14][C:9]([N:7]2[CH2:8][C@@H:4]3[CH2:3][C:2](=[O:1])[CH2:22][N:5]3[C:6]2=[O:21])=[CH:10][CH:11]=1. The catalyst class is: 2.